The task is: Predict the reaction yield, written as a fraction of the theoretical maximum amount of product (1.0 means a 100% yield; for example, 0.34 means a 34% yield).. This data is from Reaction yield outcomes from USPTO patents with 853,638 reactions. (1) The reactants are [CH:1]([N:5]1[C:13]2[CH:12]=[C:11]([Cl:14])[N:10]=[CH:9][C:8]=2[C:7](I)=[N:6]1)([CH2:3][CH3:4])[CH3:2].Cl.[NH:17]1[CH2:21][CH2:20][C@@H:19]([OH:22])[CH2:18]1.N1CCC[C@H]1C(O)=O.C(=O)([O-])[O-].[K+].[K+]. The catalyst is CS(C)=O.[Cu]I. The product is [CH:1]([N:5]1[C:13]2[CH:12]=[C:11]([Cl:14])[N:10]=[CH:9][C:8]=2[C:7]([N:17]2[CH2:21][CH2:20][C@@H:19]([OH:22])[CH2:18]2)=[N:6]1)([CH2:3][CH3:4])[CH3:2]. The yield is 0.850. (2) The reactants are Cl.[NH2:2][OH:3].C([O-])(=O)C.[Na+].[CH3:9][N:10]([CH3:26])[CH:11]1[C:20]2[CH2:19][O:18][C:17]([CH:21]=O)=[CH:16][C:15]3=[CH:23][NH:24][CH:25]=[C:13]([C:14]=23)[CH2:12]1. The catalyst is C(O)C. The yield is 0.880. The product is [CH3:9][N:10]([CH3:26])[CH:11]1[C:20]2[CH2:19][O:18][C:17]([CH:21]=[N:2][OH:3])=[CH:16][C:15]3=[CH:23][NH:24][CH:25]=[C:13]([C:14]=23)[CH2:12]1. (3) The reactants are [F:1][CH:2]([F:25])[O:3][C:4]1[C:9]([F:10])=[CH:8][CH:7]=[C:6]([F:11])[C:5]=1[C:12]1[CH2:17][CH2:16][N:15]([C:18]([O:20][C:21]([CH3:24])([CH3:23])[CH3:22])=[O:19])[CH2:14][CH:13]=1.[H][H]. The catalyst is CO.O=[Pt]=O. The product is [F:25][CH:2]([F:1])[O:3][C:4]1[C:9]([F:10])=[CH:8][CH:7]=[C:6]([F:11])[C:5]=1[CH:12]1[CH2:17][CH2:16][N:15]([C:18]([O:20][C:21]([CH3:23])([CH3:22])[CH3:24])=[O:19])[CH2:14][CH2:13]1. The yield is 0.850. (4) The reactants are [CH:1]1([CH2:7][C@H:8]([NH:24][C:25]([C:27]2[O:28][CH:29]=[CH:30][CH:31]=2)=[O:26])[C:9](=[O:23])[NH:10][C@H:11]2[CH2:17][CH2:16][C@@H:15]([CH3:18])[N:14]([CH2:19][CH2:20][CH3:21])[CH2:13][C@@H:12]2[OH:22])[CH2:6][CH2:5][CH2:4][CH2:3][CH2:2]1.C(N(CC)CC)C. The catalyst is CS(C)=O.O. The product is [CH:1]1([CH2:7][C@H:8]([NH:24][C:25]([C:27]2[O:28][CH:29]=[CH:30][CH:31]=2)=[O:26])[C:9](=[O:23])[NH:10][C@H:11]2[CH2:17][CH2:16][C@@H:15]([CH3:18])[N:14]([CH2:19][CH2:20][CH3:21])[CH2:13][C:12]2=[O:22])[CH2:2][CH2:3][CH2:4][CH2:5][CH2:6]1. The yield is 0.790. (5) The reactants are [F:1][C:2]1[CH:7]=[CH:6][C:5]([N:8]2[C:13](=[O:14])[C:12]([C:15]([OH:17])=O)=[CH:11][CH:10]=[N:9]2)=[CH:4][CH:3]=1.C(Cl)(=O)C(Cl)=O.COC1C=CC(C[N:31]2[C:35]3=[N:36][CH:37]=[CH:38][C:39]([O:40][C:41]4[C:46]([F:47])=[CH:45][C:44]([NH2:48])=[C:43]([F:49])[CH:42]=4)=[C:34]3[C:33]([CH3:50])=[N:32]2)=CC=1.C(N(CC)CC)C. The catalyst is CN(C=O)C.CN(C)C1C=CN=CC=1.O.C(Cl)Cl. The product is [F:49][C:43]1[CH:42]=[C:41]([O:40][C:39]2[CH:38]=[CH:37][N:36]=[C:35]3[NH:31][N:32]=[C:33]([CH3:50])[C:34]=23)[C:46]([F:47])=[CH:45][C:44]=1[NH:48][C:15]([C:12]1[C:13](=[O:14])[N:8]([C:5]2[CH:4]=[CH:3][C:2]([F:1])=[CH:7][CH:6]=2)[N:9]=[CH:10][CH:11]=1)=[O:17]. The yield is 0.460. (6) The reactants are [CH3:1][S:2][CH2:3][CH2:4][O:5][C:6]1[CH:7]=[N:8][C:9]([NH2:12])=[N:10][CH:11]=1.[CH:13]1([CH2:18][N:19]([CH2:30][CH3:31])[C:20]2[C:21]([CH:28]=O)=[N:22][C:23]([O:26][CH3:27])=[CH:24][CH:25]=2)[CH2:17][CH2:16][CH2:15][CH2:14]1.C(O[BH-](OC(=O)C)OC(=O)C)(=O)C.[Na+].O. The catalyst is ClCCCl. The product is [CH:13]1([CH2:18][N:19]([CH2:30][CH3:31])[C:20]2[C:21]([CH2:28][NH:12][C:9]3[N:8]=[CH:7][C:6]([O:5][CH2:4][CH2:3][S:2][CH3:1])=[CH:11][N:10]=3)=[N:22][C:23]([O:26][CH3:27])=[CH:24][CH:25]=2)[CH2:14][CH2:15][CH2:16][CH2:17]1. The yield is 0.670.